Predict the reactants needed to synthesize the given product. From a dataset of Full USPTO retrosynthesis dataset with 1.9M reactions from patents (1976-2016). (1) Given the product [CH2:30]([O:29][C:18]1[C:19]([CH:26]([CH3:28])[CH3:27])=[CH:20][C:21]([CH:23]([CH3:24])[CH3:25])=[CH:22][C:17]=1[C:13]1[C:11]2[S:12][C:8]([C:6]([CH3:7])=[CH:5][C:4]([OH:32])=[O:3])=[CH:9][C:10]=2[CH:16]=[CH:15][CH:14]=1)[CH3:31], predict the reactants needed to synthesize it. The reactants are: C([O:3][C:4](=[O:32])[CH:5]=[C:6]([C:8]1[S:12][C:11]2[C:13]([C:17]3[CH:22]=[C:21]([CH:23]([CH3:25])[CH3:24])[CH:20]=[C:19]([CH:26]([CH3:28])[CH3:27])[C:18]=3[O:29][CH2:30][CH3:31])=[CH:14][CH:15]=[CH:16][C:10]=2[CH:9]=1)[CH3:7])C.C1COCC1.[Li+].[OH-]. (2) Given the product [CH3:1][O:2][C:3]1[CH:4]=[C:5]2[C:10](=[CH:11][C:12]=1[O:13][CH3:14])[N:9]=[CH:8][N:7]=[C:6]2[N:15]1[CH2:20][CH2:19][C:18]2[CH:21]=[N:22][N:23]([C:24]3[CH:29]=[CH:28][CH:27]=[CH:26][CH:25]=3)[C:17]=2[CH2:16]1, predict the reactants needed to synthesize it. The reactants are: [CH3:1][O:2][C:3]1[CH:4]=[C:5]2[C:10](=[CH:11][C:12]=1[O:13][CH3:14])[N:9]=[CH:8][N:7]=[C:6]2[N:15]1[CH2:20][CH2:19][C:18]2[CH:21]=[N:22][NH:23][C:17]=2[CH2:16]1.[C:24]1(B(O)O)[CH:29]=[CH:28][CH:27]=[CH:26][CH:25]=1.C(N(CC)CC)C.N1C=CC=CC=1. (3) Given the product [Cl:1][C:2]1[CH:3]=[CH:4][C:5]([CH2:9][OH:10])=[C:6]([O:8][CH2:12][CH:13]([CH3:15])[CH3:14])[CH:7]=1, predict the reactants needed to synthesize it. The reactants are: [Cl:1][C:2]1[CH:3]=[CH:4][C:5]([CH2:9][OH:10])=[C:6]([OH:8])[CH:7]=1.Br[CH2:12][CH:13]([CH3:15])[CH3:14]. (4) Given the product [CH3:30][C@H:18]1[CH2:19][NH:20][CH2:21][CH2:22][N:17]1[S:14]([C:10]1[CH:9]=[C:8]([C:6]2[CH:5]=[CH:4][N:3]=[C:2]([NH:31][CH2:32][CH2:33][C:34]3[CH:39]=[CH:38][C:37]([OH:40])=[CH:36][CH:35]=3)[N:7]=2)[CH:13]=[CH:12][CH:11]=1)(=[O:15])=[O:16], predict the reactants needed to synthesize it. The reactants are: Cl[C:2]1[N:7]=[C:6]([C:8]2[CH:9]=[C:10]([S:14]([N:17]3[CH2:22][CH2:21][N:20](C(OC(C)(C)C)=O)[CH2:19][C@@H:18]3[CH3:30])(=[O:16])=[O:15])[CH:11]=[CH:12][CH:13]=2)[CH:5]=[CH:4][N:3]=1.[NH2:31][CH2:32][CH2:33][C:34]1[CH:39]=[CH:38][C:37]([OH:40])=[CH:36][CH:35]=1. (5) Given the product [Br:1][C:2]1[CH:3]=[C:4]([NH2:11])[C:5]([N+:8]([O-:10])=[O:9])=[N:6][CH:7]=1, predict the reactants needed to synthesize it. The reactants are: [Br:1][C:2]1[CH:3]=[C:4]([NH:11]C(OCC)=O)[C:5]([N+:8]([O-:10])=[O:9])=[N:6][CH:7]=1.[OH-].[K+]. (6) Given the product [OH:3][CH2:4][CH2:6][CH2:7][C:8]1([CH2:21][CH2:22][C:23]2([CH2:36][CH2:37][CH2:38][OH:39])[C:24]3[CH:25]=[CH:26][CH:27]=[CH:28][C:29]=3[C:30]3[C:35]2=[CH:34][CH:33]=[CH:32][CH:31]=3)[C:20]2[CH:19]=[CH:18][CH:17]=[CH:16][C:15]=2[C:14]2[C:9]1=[CH:10][CH:11]=[CH:12][CH:13]=2, predict the reactants needed to synthesize it. The reactants are: C([O:3][C:4]([CH2:6][CH2:7][C:8]1([CH2:21][CH2:22][C:23]2([CH2:36][CH2:37][C:38](OCC)=[O:39])[C:35]3[CH:34]=[CH:33][CH:32]=[CH:31][C:30]=3[C:29]3[C:24]2=[CH:25][CH:26]=[CH:27][CH:28]=3)[C:20]2[CH:19]=[CH:18][CH:17]=[CH:16][C:15]=2[C:14]2[C:9]1=[CH:10][CH:11]=[CH:12][CH:13]=2)=O)C.O1CCCC1.[H-].[Na+].COCCO[Al+]OCCOC.[H-].[OH-].[Na+]. (7) Given the product [OH:59][CH2:58][C:57]([NH:56][C:30]([C:26]1[C:25]([CH3:33])=[C:24](/[CH:23]=[C:16]2\[C:17](=[O:22])[NH:18][C:19]3[C:15]\2=[CH:14][C:13]([S:10]([CH2:9][C:3]2[C:2]([Cl:1])=[CH:7][CH:6]=[CH:5][C:4]=2[Cl:8])(=[O:12])=[O:11])=[CH:21][CH:20]=3)[NH:28][C:27]=1[CH3:29])=[O:31])([CH2:60][OH:61])[CH3:62], predict the reactants needed to synthesize it. The reactants are: [Cl:1][C:2]1[CH:7]=[CH:6][CH:5]=[C:4]([Cl:8])[C:3]=1[CH2:9][S:10]([C:13]1[CH:14]=[C:15]2[C:19](=[CH:20][CH:21]=1)[NH:18][C:17](=[O:22])/[C:16]/2=[CH:23]\[C:24]1[NH:28][C:27]([CH3:29])=[C:26]([C:30](O)=[O:31])[C:25]=1[CH3:33])(=[O:12])=[O:11].C1C=CC2N(O)N=NC=2C=1.CCN=C=NCCCN(C)C.Cl.[NH2:56][C:57]([CH3:62])([CH2:60][OH:61])[CH2:58][OH:59]. (8) Given the product [Cl:11][C:10]1[CH:9]=[CH:8][C:7]([C:12]2[CH:17]=[CH:16][C:15]([CH:18]([CH3:38])[C:19]([C:25]3[CH:26]=[CH:27][C:28]4[O:33][CH2:32][C:31](=[O:34])[N:30]([CH2:35][CH3:36])[C:29]=4[CH:37]=3)([OH:24])[C:20]([F:22])([F:21])[F:23])=[C:14]([Cl:39])[CH:13]=2)=[CH:6][C:5]=1[C:3]([OH:4])=[O:2], predict the reactants needed to synthesize it. The reactants are: C[O:2][C:3]([C:5]1[CH:6]=[C:7]([C:12]2[CH:17]=[CH:16][C:15]([CH:18]([CH3:38])[C:19]([C:25]3[CH:26]=[CH:27][C:28]4[O:33][CH2:32][C:31](=[O:34])[N:30]([CH2:35][CH3:36])[C:29]=4[CH:37]=3)([OH:24])[C:20]([F:23])([F:22])[F:21])=[C:14]([Cl:39])[CH:13]=2)[CH:8]=[CH:9][C:10]=1[Cl:11])=[O:4]. (9) The reactants are: [CH:1]1([C:6]([OH:19])([C:17]#[CH:18])[CH2:7][C:8]2[O:13][C:12]([CH3:15])([CH3:14])[O:11][C:10](=[O:16])[CH:9]=2)[CH2:5][CH2:4][CH2:3][CH2:2]1.Br[C:21]1[S:22][CH:23]=[CH:24][N:25]=1.C(NC(C)C)(C)C. Given the product [CH:1]1([C:6]([OH:19])([C:17]#[C:18][C:21]2[S:22][CH:23]=[CH:24][N:25]=2)[CH2:7][C:8]2[O:13][C:12]([CH3:15])([CH3:14])[O:11][C:10](=[O:16])[CH:9]=2)[CH2:5][CH2:4][CH2:3][CH2:2]1, predict the reactants needed to synthesize it. (10) Given the product [F:27][C:24]([F:25])([F:26])[C:19]1[CH:20]=[CH:21][CH:22]=[CH:23][C:18]=1[CH2:17][C@@H:9]1[CH2:8][C@H:7]([C:5]2[O:4][NH:3][C:2](=[O:1])[CH:6]=2)[CH2:12][CH2:11][NH:10]1, predict the reactants needed to synthesize it. The reactants are: [O:1]=[C:2]1[CH:6]=[C:5]([C@@H:7]2[CH2:12][CH2:11][N:10](C(OC)=O)[C@H:9]([CH2:17][C:18]3[CH:23]=[CH:22][CH:21]=[CH:20][C:19]=3[C:24]([F:27])([F:26])[F:25])[CH2:8]2)[O:4][NH:3]1.Br.